Dataset: Full USPTO retrosynthesis dataset with 1.9M reactions from patents (1976-2016). Task: Predict the reactants needed to synthesize the given product. (1) Given the product [NH2:1][C:2]1[CH:7]=[CH:6][C:5]([S:75][CH2:68][C:69]2[CH:74]=[CH:73][CH:72]=[CH:71][CH:70]=2)=[CH:4][C:3]=1/[C:9](/[CH3:16])=[CH:10]\[C:11]([O:13][CH2:14][CH3:15])=[O:12], predict the reactants needed to synthesize it. The reactants are: [NH2:1][C:2]1[CH:7]=[CH:6][C:5](Br)=[CH:4][C:3]=1/[C:9](/[CH3:16])=[CH:10]\[C:11]([O:13][CH2:14][CH3:15])=[O:12].CC1(C)C2C(=C(P(C3C=CC=CC=3)C3C=CC=CC=3)C=CC=2)OC2C(P(C3C=CC=CC=3)C3C=CC=CC=3)=CC=CC1=2.CCN(C(C)C)C(C)C.[CH2:68]([SH:75])[C:69]1[CH:74]=[CH:73][CH:72]=[CH:71][CH:70]=1. (2) Given the product [CH3:20][C:18]1[CH2:17][N:13]2[CH:14]=[CH:15][C:16]3[C:11]([CH:10]=[C:4]([C:5]([O:7][CH2:8][CH3:9])=[O:6])[N:1]=3)=[C:12]2[N:19]=1, predict the reactants needed to synthesize it. The reactants are: [N:1]([C:4](=[CH:10][C:11]1[C:12]2[N:13]([CH:17]=[C:18]([CH3:20])[N:19]=2)[CH:14]=[CH:15][CH:16]=1)[C:5]([O:7][CH2:8][CH3:9])=[O:6])=[N+]=[N-].[K+].[Br-]. (3) Given the product [CH2:11]([CH:13]([CH2:16][CH2:17][CH2:18][CH3:19])[CH2:14][O:10][C:7]1[CH:8]=[CH:9][C:4]([Br:3])=[CH:5][CH:6]=1)[CH3:12], predict the reactants needed to synthesize it. The reactants are: [H-].[Na+].[Br:3][C:4]1[CH:9]=[CH:8][C:7]([OH:10])=[CH:6][CH:5]=1.[CH2:11]([CH:13]([CH2:16][CH2:17][CH2:18][CH3:19])[CH2:14]Br)[CH3:12].C(Cl)Cl. (4) Given the product [F:1][C:2]1[CH:7]=[C:6]([F:8])[CH:5]=[CH:4][C:3]=1[N:9]1[CH:18]([CH2:19][CH2:20][C:21](=[O:22])[N:23]2[CH2:28][CH2:27][NH:26][CH2:25][CH2:24]2)[C:17]2[C:13]3=[C:14]([C:36](=[O:40])[N:37]([CH3:39])[CH:38]=[C:12]3[C:11]3[CH:41]=[C:42]([CH2:45][S:46]([CH3:49])(=[O:47])=[O:48])[CH:43]=[CH:44][C:10]1=3)[NH:15][CH:16]=2, predict the reactants needed to synthesize it. The reactants are: [F:1][C:2]1[CH:7]=[C:6]([F:8])[CH:5]=[CH:4][C:3]=1[N:9]1[CH:18]([CH2:19][CH2:20][C:21]([N:23]2[CH2:28][CH2:27][N:26](C(OC(C)(C)C)=O)[CH2:25][CH2:24]2)=[O:22])[C:17]2[C:13]3=[C:14]([C:36](=[O:40])[N:37]([CH3:39])[CH:38]=[C:12]3[C:11]3[CH:41]=[C:42]([CH2:45][S:46]([CH3:49])(=[O:48])=[O:47])[CH:43]=[CH:44][C:10]1=3)[NH:15][CH:16]=2.FC(F)(F)C(O)=O. (5) The reactants are: [Cl:1][C:2]1[CH:7]=[C:6](I)[CH:5]=[CH:4][N:3]=1.[Cl:9][C:10]1[C:15]([OH:16])=[CH:14][CH:13]=[CH:12][N:11]=1.C([O-])([O-])=O.[Cs+].[Cs+]. Given the product [Cl:1][C:2]1[CH:7]=[C:6]([O:16][C:15]2[C:10]([Cl:9])=[N:11][CH:12]=[CH:13][CH:14]=2)[CH:5]=[CH:4][N:3]=1, predict the reactants needed to synthesize it. (6) Given the product [Br:9][C:10]1[CH:11]=[N:12][C:13]([O:7][CH2:6][CH2:5][N:4]([CH3:8])[CH3:3])=[N:14][CH:15]=1, predict the reactants needed to synthesize it. The reactants are: [H-].[Na+].[CH3:3][N:4]([CH3:8])[CH2:5][CH2:6][OH:7].[Br:9][C:10]1[CH:11]=[N:12][C:13](Cl)=[N:14][CH:15]=1. (7) Given the product [Cl-:18].[C:13]([C:10]12[CH2:12][C:8]([NH2:7])([CH2:11]1)[CH2:9]2)([CH3:16])([CH3:15])[CH3:14], predict the reactants needed to synthesize it. The reactants are: C(OC(=O)[NH:7][C:8]12[CH2:12][C:10]([C:13]([CH3:16])([CH3:15])[CH3:14])([CH2:11]1)[CH2:9]2)(C)(C)C.[ClH:18].